Dataset: Peptide-MHC class I binding affinity with 185,985 pairs from IEDB/IMGT. Task: Regression. Given a peptide amino acid sequence and an MHC pseudo amino acid sequence, predict their binding affinity value. This is MHC class I binding data. (1) The peptide sequence is SSFIVPEFAK. The MHC is HLA-A33:01 with pseudo-sequence HLA-A33:01. The binding affinity (normalized) is 0.156. (2) The peptide sequence is MLLIAQAEA. The MHC is HLA-A02:02 with pseudo-sequence HLA-A02:02. The binding affinity (normalized) is 0.543. (3) The peptide sequence is GTSGSPIIDK. The MHC is HLA-A11:01 with pseudo-sequence HLA-A11:01. The binding affinity (normalized) is 0.773. (4) The peptide sequence is NYNGLLSSI. The MHC is HLA-A02:12 with pseudo-sequence HLA-A02:12. The binding affinity (normalized) is 0.0847.